From a dataset of Peptide-MHC class II binding affinity with 134,281 pairs from IEDB. Regression. Given a peptide amino acid sequence and an MHC pseudo amino acid sequence, predict their binding affinity value. This is MHC class II binding data. (1) The peptide sequence is VTVDAAVLAAIDADA. The MHC is HLA-DQA10201-DQB10202 with pseudo-sequence HLA-DQA10201-DQB10202. The binding affinity (normalized) is 0.235. (2) The peptide sequence is SVLLTLVALAGY. The MHC is HLA-DQA10102-DQB10602 with pseudo-sequence HLA-DQA10102-DQB10602. The binding affinity (normalized) is 0.649. (3) The peptide sequence is DEHIILYLVNFDKDR. The MHC is DRB1_0301 with pseudo-sequence DRB1_0301. The binding affinity (normalized) is 0.285. (4) The peptide sequence is LSPISNMVSMANNHM. The MHC is DRB1_0701 with pseudo-sequence DRB1_0701. The binding affinity (normalized) is 0.410.